From a dataset of Reaction yield outcomes from USPTO patents with 853,638 reactions. Predict the reaction yield, written as a fraction of the theoretical maximum amount of product (1.0 means a 100% yield; for example, 0.34 means a 34% yield). (1) The reactants are [CH3:1][C@@H:2]1[CH2:6][NH:5][CH2:4][C@@H:3]1[C:7]1[N:11]2[C:12]3[CH:18]=[CH:17][N:16]([S:19]([C:22]4[CH:28]=[CH:27][C:25]([CH3:26])=[CH:24][CH:23]=4)(=[O:21])=[O:20])[C:13]=3[N:14]=[CH:15][C:10]2=[N:9][CH:8]=1.[C:29](Cl)([Cl:31])=[O:30].C1(C)C=CC=CC=1. The catalyst is C1COCC1. The product is [CH3:1][C@H:2]1[C@@H:3]([C:7]2[N:11]3[C:12]4[CH:18]=[CH:17][N:16]([S:19]([C:22]5[CH:23]=[CH:24][C:25]([CH3:26])=[CH:27][CH:28]=5)(=[O:21])=[O:20])[C:13]=4[N:14]=[CH:15][C:10]3=[N:9][CH:8]=2)[CH2:4][N:5]([C:29]([Cl:31])=[O:30])[CH2:6]1. The yield is 0.860. (2) The reactants are S(Cl)(Cl)=O.[O:5]=[C:6]1[NH:11][C@H:10]([C:12]([OH:14])=[O:13])[CH2:9][CH2:8][CH2:7]1.[CH3:15]O. No catalyst specified. The product is [O:5]=[C:6]1[NH:11][C@H:10]([C:12]([O:14][CH3:15])=[O:13])[CH2:9][CH2:8][CH2:7]1. The yield is 0.460. (3) The reactants are Cl.[CH3:2][O:3][C:4]([N:6]1[CH2:11][CH:10]=[CH:9][C@H:8]2[NH:12][C:13]([NH2:15])=[N:14][C@@H:7]12)=[O:5].[OH-].[Na+]. The catalyst is P([O-])([O-])([O-])=O. The product is [CH3:2][O:3][C:4](=[O:5])[NH:6][CH2:11][CH:10]=[CH:9][C:8]1[NH:12][CH:13]([NH2:15])[NH:14][CH:7]=1. The yield is 0.850. (4) The reactants are C(O[C:6]([NH:8][C@H:9]1[CH2:14][CH2:13][CH2:12][N:11]([C:15]([O:17][CH2:18][C:19]2[CH:24]=[CH:23][CH:22]=[CH:21][CH:20]=2)=[O:16])[CH2:10]1)=O)(C)(C)C.O1CCOC[CH2:26]1.Cl.C([O-])([O-])=O.[Na+].[Na+]. The catalyst is O. The product is [CH2:6]([NH:8][C@H:9]1[CH2:14][CH2:13][CH2:12][N:11]([C:15]([O:17][CH2:18][C:19]2[CH:24]=[CH:23][CH:22]=[CH:21][CH:20]=2)=[O:16])[CH2:10]1)[CH3:26]. The yield is 0.920. (5) The yield is 0.260. The product is [NH2:34][C:2]1[C:3]([S:8]([NH:11][C:12]([C:14]2[C:15]([N:26]3[CH2:31][CH2:30][CH:29]([CH3:32])[CH2:28][CH2:27]3)=[N:16][C:17]3[C:18]([CH3:25])([CH3:24])[CH2:19][CH2:20][CH2:21][C:22]=3[CH:23]=2)=[O:13])(=[O:10])=[O:9])=[N:4][CH:5]=[CH:6][N:7]=1. No catalyst specified. The reactants are Cl[C:2]1[C:3]([S:8]([NH:11][C:12]([C:14]2[C:15]([N:26]3[CH2:31][CH2:30][CH:29]([CH3:32])[CH2:28][CH2:27]3)=[N:16][C:17]3[C:18]([CH3:25])([CH3:24])[CH2:19][CH2:20][CH2:21][C:22]=3[CH:23]=2)=[O:13])(=[O:10])=[O:9])=[N:4][CH:5]=[CH:6][N:7]=1.[OH-].[NH4+:34]. (6) The reactants are C([O:3][C:4](=[O:31])[CH2:5][CH2:6][C:7]1[CH:12]=[CH:11][CH:10]=[C:9]([N:13]2[C:17]([NH:18][C:19]([C:21]3[CH:26]=[CH:25][CH:24]=[CH:23][N:22]=3)=[O:20])=[CH:16][C:15]([C:27]([CH3:30])([CH3:29])[CH3:28])=[N:14]2)[CH:8]=1)C.[Li+].[OH-]. The catalyst is CO. The product is [C:27]([C:15]1[CH:16]=[C:17]([NH:18][C:19]([C:21]2[CH:26]=[CH:25][CH:24]=[CH:23][N:22]=2)=[O:20])[N:13]([C:9]2[CH:8]=[C:7]([CH2:6][CH2:5][C:4]([OH:31])=[O:3])[CH:12]=[CH:11][CH:10]=2)[N:14]=1)([CH3:30])([CH3:28])[CH3:29]. The yield is 0.760. (7) The yield is 0.650. The catalyst is C(Cl)Cl. The reactants are [F:1][C:2]1[CH:3]=[N:4][N:5]([CH3:15])[C:6]=1[C:7]1[CH:8]=[C:9]([C:12]([OH:14])=O)[S:10][CH:11]=1.[NH2:16][C@@H:17]([CH2:30][C:31]1[CH:36]=[CH:35][CH:34]=[CH:33][C:32]=1[C:37]([F:40])([F:39])[F:38])[CH2:18][N:19]1[C:27](=[O:28])[C:26]2[C:21](=[CH:22][CH:23]=[CH:24][CH:25]=2)[C:20]1=[O:29].C(N(C(C)C)CC)(C)C.C1CN([P+](Br)(N2CCCC2)N2CCCC2)CC1.F[P-](F)(F)(F)(F)F. The product is [O:28]=[C:27]1[C:26]2[C:21](=[CH:22][CH:23]=[CH:24][CH:25]=2)[C:20](=[O:29])[N:19]1[CH2:18][C@@H:17]([NH:16][C:12]([C:9]1[S:10][CH:11]=[C:7]([C:6]2[N:5]([CH3:15])[N:4]=[CH:3][C:2]=2[F:1])[CH:8]=1)=[O:14])[CH2:30][C:31]1[CH:36]=[CH:35][CH:34]=[CH:33][C:32]=1[C:37]([F:39])([F:38])[F:40]. (8) The reactants are CS(O[CH2:6][C:7]1[CH:8]=[N:9][C:10]([O:14][C:15]2[CH:20]=[CH:19][C:18]([F:21])=[C:17]([F:22])[CH:16]=2)=[C:11]([F:13])[CH:12]=1)(=O)=O.[F-].[CH2:24]([N+:28](CCCC)(CCCC)CCCC)CCC.C[Si](C#N)(C)C. The catalyst is C(#N)C. The product is [F:22][C:17]1[CH:16]=[C:15]([CH:20]=[CH:19][C:18]=1[F:21])[O:14][C:10]1[N:9]=[CH:8][C:7]([CH2:6][C:24]#[N:28])=[CH:12][C:11]=1[F:13]. The yield is 0.890. (9) The reactants are Br[C:2]1[N:3]=[C:4]([NH:10][C:11]2[CH:16]=[CH:15][C:14]([C:17]([N:19]3[CH2:24][CH2:23][O:22][CH2:21][CH2:20]3)=[O:18])=[CH:13][CH:12]=2)[C:5](=[O:9])[N:6]([CH3:8])[CH:7]=1.C(=O)([O-])[O-].[Na+].[Na+].[CH3:31][C:32]1[C:37](B2OC(C)(C)C(C)(C)O2)=[CH:36][CH:35]=[CH:34][C:33]=1[NH2:47]. The catalyst is C1C=CC([P]([Pd]([P](C2C=CC=CC=2)(C2C=CC=CC=2)C2C=CC=CC=2)([P](C2C=CC=CC=2)(C2C=CC=CC=2)C2C=CC=CC=2)[P](C2C=CC=CC=2)(C2C=CC=CC=2)C2C=CC=CC=2)(C2C=CC=CC=2)C2C=CC=CC=2)=CC=1.O1CCOCC1. The product is [NH2:47][C:33]1[C:32]([CH3:31])=[C:37]([C:2]2[N:3]=[C:4]([NH:10][C:11]3[CH:16]=[CH:15][C:14]([C:17]([N:19]4[CH2:24][CH2:23][O:22][CH2:21][CH2:20]4)=[O:18])=[CH:13][CH:12]=3)[C:5](=[O:9])[N:6]([CH3:8])[CH:7]=2)[CH:36]=[CH:35][CH:34]=1. The yield is 0.840.